Predict the product of the given reaction. From a dataset of Forward reaction prediction with 1.9M reactions from USPTO patents (1976-2016). (1) Given the reactants [CH2:1]([CH:8]1[CH2:14][N:13]([CH2:15][CH2:16][C:17]([NH:19]C2C=CC=CC=2)=[O:18])[C:12](=[O:26])[CH2:11][N:10]([S:27]([C:30]2[CH:35]=[CH:34][C:33]([Cl:36])=[CH:32][CH:31]=2)(=[O:29])=[O:28])[C:9]1=[O:37])[C:2]1[CH:7]=[CH:6][CH:5]=[CH:4][CH:3]=1.NC1C=CC=CC=1.[CH2:45](N)[C:46]1[CH:51]=[CH:50][CH:49]=[CH:48][CH:47]=1, predict the reaction product. The product is: [CH2:45]([NH:19][C:17](=[O:18])[CH2:16][CH2:15][N:13]1[CH2:14][CH:8]([CH2:1][C:2]2[CH:7]=[CH:6][CH:5]=[CH:4][CH:3]=2)[C:9](=[O:37])[N:10]([S:27]([C:30]2[CH:35]=[CH:34][C:33]([Cl:36])=[CH:32][CH:31]=2)(=[O:28])=[O:29])[CH2:11][C:12]1=[O:26])[C:46]1[CH:51]=[CH:50][CH:49]=[CH:48][CH:47]=1. (2) Given the reactants [Br:1][C:2]1[CH:7]=[CH:6][C:5]([Br:8])=[C:4]([CH3:9])[C:3]=1[CH3:10].OS(O)(=O)=O.[BrH:16].CC(N=NC(C#N)(C)C)(C#N)C.OO, predict the reaction product. The product is: [Br:1][C:2]1[C:3]([CH3:10])=[C:4]([C:5]([Br:8])=[CH:6][CH:7]=1)[CH2:9][Br:16]. (3) Given the reactants [C:1]([O:13][CH3:14])(=[O:12])[C:2]1[C:3](=[CH:8][CH:9]=[CH:10][CH:11]=1)[C:4]([O:6][CH3:7])=[O:5].[C:15](OCCCCCCCC)(=O)[C:16]1C(=CC=C[CH:32]=1)C(OCCCCCCCC)=O.[C:43](OCCCC)(=O)[C:44]1C=CC=C[CH:45]=1.C(OCC)(=O)C1C=CC=CC=1.C(OCCCC)(=O)CC(CC(OCCCC)=O)(C(OCCCC)=O)O.C(OCC)(=O)CC(CC(OCC)=O)(C(OCC)=O)O.C(OCCCCCCCC)(=O)CCCCC(OCCCCCCCC)=O.C(OCCCCCCCCCC)(=O)CCCCC(OCCCCCCCCCC)=O.C(OCCCCCCCCCCCCC)(=O)CCCCC(OCCCCCCCCCCCCC)=O, predict the reaction product. The product is: [C:4]([O:6][CH2:7][CH2:43][CH2:44][CH3:45])(=[O:5])[C:3]1[C:2](=[CH:11][CH:10]=[CH:9][CH:8]=1)[C:1]([O:13][CH2:14][CH2:15][CH2:16][CH3:32])=[O:12].